From a dataset of Reaction yield outcomes from USPTO patents with 853,638 reactions. Predict the reaction yield, written as a fraction of the theoretical maximum amount of product (1.0 means a 100% yield; for example, 0.34 means a 34% yield). (1) The reactants are [S:1](=[O:30])(=[O:29])([O:3][CH2:4][C@@H:5]1[CH2:9][C@@H:8]([N:10]2[C:14]3[N:15]=[CH:16][N:17]=[C:18]([NH:19][C@@H:20]4[C:28]5[C:23](=[CH:24][CH:25]=[CH:26][CH:27]=5)[CH2:22][CH2:21]4)[C:13]=3[CH:12]=[CH:11]2)[CH:7]=[CH:6]1)[NH2:2]. The catalyst is [Pd].CCOC(C)=O. The product is [S:1](=[O:30])(=[O:29])([O:3][CH2:4][C@H:5]1[CH2:6][CH2:7][C@H:8]([N:10]2[C:14]3[N:15]=[CH:16][N:17]=[C:18]([NH:19][C@@H:20]4[C:28]5[C:23](=[CH:24][CH:25]=[CH:26][CH:27]=5)[CH2:22][CH2:21]4)[C:13]=3[CH:12]=[CH:11]2)[CH2:9]1)[NH2:2]. The yield is 0.620. (2) The reactants are CS(C)=O.C(Cl)(=O)C(Cl)=O.[CH3:11][C:12]([CH3:23])([CH2:15][O:16][CH:17]1[CH2:22][CH2:21][CH2:20][CH2:19][O:18]1)[CH2:13][OH:14].C(N(CC)CC)C.[NH4+].[Cl-]. The catalyst is ClCCl. The product is [CH3:11][C:12]([CH3:23])([CH2:15][O:16][CH:17]1[CH2:22][CH2:21][CH2:20][CH2:19][O:18]1)[CH:13]=[O:14]. The yield is 0.970. (3) The reactants are CC1C=CC(S(O[CH2:12][CH:13]([CH2:24][OH:25])[CH2:14][CH2:15][O:16][C:17]2[CH:22]=[CH:21][C:20]([Br:23])=[CH:19][CH:18]=2)(=O)=O)=CC=1.C([Li])CCC. The catalyst is O1CCCC1. The product is [Br:23][C:20]1[CH:19]=[CH:18][C:17]([O:16][CH2:15][CH2:14][CH:13]2[CH2:12][O:25][CH2:24]2)=[CH:22][CH:21]=1. The yield is 0.370. (4) The reactants are C1(C)C=CC=CC=1.Cl[C:9]1[N:14]=[CH:13][CH:12]=[CH:11][N:10]=1.[CH:15]([C:17]1[CH:18]=[C:19](B(O)O)[CH:20]=[CH:21][CH:22]=1)=[O:16].C([O-])([O-])=O.[K+].[K+]. The catalyst is C1C=CC([P]([Pd]([P](C2C=CC=CC=2)(C2C=CC=CC=2)C2C=CC=CC=2)([P](C2C=CC=CC=2)(C2C=CC=CC=2)C2C=CC=CC=2)[P](C2C=CC=CC=2)(C2C=CC=CC=2)C2C=CC=CC=2)(C2C=CC=CC=2)C2C=CC=CC=2)=CC=1.O.CN(C=O)C. The product is [N:10]1[CH:11]=[CH:12][CH:13]=[N:14][C:9]=1[C:21]1[CH:22]=[C:17]([CH:18]=[CH:19][CH:20]=1)[CH:15]=[O:16]. The yield is 0.390.